Dataset: Forward reaction prediction with 1.9M reactions from USPTO patents (1976-2016). Task: Predict the product of the given reaction. (1) Given the reactants OS(O)(=O)=O.[CH3:6][C:7]1[CH:12]=[C:11]([O:13][CH2:14][CH2:15][N:16]2[CH2:21][CH2:20][O:19][CH2:18][CH2:17]2)[C:10]([CH3:22])=[CH:9][C:8]=1[NH:23][C:24](=[O:28])[CH:25]=NO.C([O-])(O)=[O:30].[Na+], predict the reaction product. The product is: [CH3:22][C:10]1[C:11]([O:13][CH2:14][CH2:15][N:16]2[CH2:17][CH2:18][O:19][CH2:20][CH2:21]2)=[CH:12][C:7]([CH3:6])=[C:8]2[C:9]=1[C:25](=[O:30])[C:24](=[O:28])[NH:23]2. (2) Given the reactants [O:1]=[C:2]1[N:6]([C@@H:7]2[CH2:12][CH2:11][N:10]([C:13]([O:15][C:16]([CH3:19])([CH3:18])[CH3:17])=[O:14])[CH2:9][C@H:8]2[OH:20])[C:5](=[O:21])[CH2:4][S:3]1.[Cl:22][C:23]1[CH:40]=[CH:39][C:26]([CH2:27][N:28]2[C:36]3[C:31](=[CH:32][C:33]([CH:37]=O)=[CH:34][CH:35]=3)[CH:30]=[N:29]2)=[C:25]([C:41]([F:44])([F:43])[F:42])[CH:24]=1, predict the reaction product. The product is: [C:16]([O:15][C:13]([N:10]1[CH2:11][CH2:12][CH:7]([N:6]2[C:5](=[O:21])/[C:4](=[CH:37]/[C:33]3[CH:32]=[C:31]4[C:36](=[CH:35][CH:34]=3)[N:28]([CH2:27][C:26]3[CH:39]=[CH:40][C:23]([Cl:22])=[CH:24][C:25]=3[C:41]([F:44])([F:42])[F:43])[N:29]=[CH:30]4)/[S:3][C:2]2=[O:1])[CH:8]([OH:20])[CH2:9]1)=[O:14])([CH3:17])([CH3:18])[CH3:19].